From a dataset of Forward reaction prediction with 1.9M reactions from USPTO patents (1976-2016). Predict the product of the given reaction. (1) Given the reactants NC1N=C2C=CC(Br)=CN2N=1.C(Cl)(=O)C.N.Br[C:18]1[CH:19]=[CH:20][C:21]2[N:22]([N:24]=[C:25]([NH:27][C:28](=[O:30])[CH3:29])[N:26]=2)[CH:23]=1.[CH3:31][C:32]1([CH3:48])[C:36]([CH3:38])([CH3:37])[O:35][B:34]([B:34]2[O:35][C:36]([CH3:38])([CH3:37])[C:32]([CH3:48])([CH3:31])[O:33]2)[O:33]1.C(=O)([O-])[O-].[Na+].[Na+], predict the reaction product. The product is: [CH3:31][C:32]1([CH3:48])[C:36]([CH3:38])([CH3:37])[O:35][B:34]([C:18]2[CH:19]=[CH:20][C:21]3[N:22]([N:24]=[C:25]([NH:27][C:28](=[O:30])[CH3:29])[N:26]=3)[CH:23]=2)[O:33]1. (2) Given the reactants [N+:1]([C:4]1[CH:5]=[CH:6][C:7]([O:10][C:11]2[CH:12]=[C:13]3[C:17](=[CH:18][CH:19]=2)[NH:16][N:15]=[CH:14]3)=[N:8][CH:9]=1)([O-:3])=[O:2].[N:20]1[CH:25]=[CH:24][CH:23]=[C:22](B(O)O)[CH:21]=1.C(N(CC)CC)C, predict the reaction product. The product is: [N+:1]([C:4]1[CH:5]=[CH:6][C:7]([O:10][C:11]2[CH:12]=[C:13]3[C:17](=[CH:18][CH:19]=2)[N:16]([C:22]2[CH:21]=[N:20][CH:25]=[CH:24][CH:23]=2)[N:15]=[CH:14]3)=[N:8][CH:9]=1)([O-:3])=[O:2]. (3) Given the reactants [Cl:1][CH2:2][C:3](=[O:9])[CH2:4][C:5]([O:7][CH3:8])=[O:6].C(OCCC)(OCCC)O[CH2:12][CH2:13][CH3:14].O=P12OP3(OP(OP(O3)(O1)=O)(=O)O2)=O, predict the reaction product. The product is: [Cl:1][CH2:2]/[C:3](/[O:9][CH2:12][CH2:13][CH3:14])=[CH:4]\[C:5]([O:7][CH3:8])=[O:6].